Dataset: Full USPTO retrosynthesis dataset with 1.9M reactions from patents (1976-2016). Task: Predict the reactants needed to synthesize the given product. (1) Given the product [Br:25][C:26]1[CH:31]=[CH:30][C:29]([S:32]([NH:12][C:11]2[CH:13]=[CH:14][C:15]([O:16][CH3:17])=[C:9]([N:4]3[CH2:5][C@H:6]([CH3:8])[NH:7][C@H:2]([CH3:1])[CH2:3]3)[CH:10]=2)(=[O:34])=[O:33])=[CH:28][CH:27]=1, predict the reactants needed to synthesize it. The reactants are: [CH3:1][C@H:2]1[NH:7][C@@H:6]([CH3:8])[CH2:5][N:4]([C:9]2[CH:10]=[C:11]([CH:13]=[CH:14][C:15]=2[O:16][CH3:17])[NH2:12])[CH2:3]1.CN1CCOCC1.[Br:25][C:26]1[CH:31]=[CH:30][C:29]([S:32](Cl)(=[O:34])=[O:33])=[CH:28][CH:27]=1. (2) The reactants are: [Cl:1][C:2]1[CH:7]=[CH:6][C:5]([CH:8]([CH2:14][CH2:15][CH3:16])[CH2:9][C:10]([O:12]C)=[O:11])=[CH:4][C:3]=1[NH:17][C:18](=[O:33])[C@H:19]([C:26]1[CH:31]=[CH:30][C:29]([Cl:32])=[CH:28][CH:27]=1)[C@@H:20]([CH3:25])[C:21]([F:24])([F:23])[F:22].S(=O)(=O)(O)O.O. Given the product [Cl:1][C:2]1[CH:7]=[CH:6][C:5]([CH:8]([CH2:14][CH2:15][CH3:16])[CH2:9][C:10]([OH:12])=[O:11])=[CH:4][C:3]=1[NH:17][C:18](=[O:33])[C@H:19]([C:26]1[CH:31]=[CH:30][C:29]([Cl:32])=[CH:28][CH:27]=1)[C@@H:20]([CH3:25])[C:21]([F:24])([F:23])[F:22], predict the reactants needed to synthesize it.